This data is from Full USPTO retrosynthesis dataset with 1.9M reactions from patents (1976-2016). The task is: Predict the reactants needed to synthesize the given product. (1) Given the product [Cl:8][C:4]1[N:3]=[C:2]([NH:16][CH2:15][C:14]2[CH:17]=[CH:18][C:11]([O:10][CH3:9])=[CH:12][CH:13]=2)[CH:7]=[N:6][CH:5]=1, predict the reactants needed to synthesize it. The reactants are: Cl[C:2]1[CH:7]=[N:6][CH:5]=[C:4]([Cl:8])[N:3]=1.[CH3:9][O:10][C:11]1[CH:18]=[CH:17][C:14]([CH2:15][NH2:16])=[CH:13][CH:12]=1. (2) Given the product [C:38]([C:35]1[CH:34]=[CH:33][C:32]([O:31][C:25]2[CH:26]=[CH:27][C:28]([I:30])=[CH:29][C:24]=2[CH:11]2[C:10]3([C:5]4[C:6](=[CH:7][C:2]([Cl:73])=[CH:3][CH:4]=4)[NH:8][C:9]3=[O:41])[CH:15]([C:16]3[CH:21]=[CH:20][CH:19]=[C:18]([Cl:22])[CH:17]=3)[CH2:14][C:13](=[O:23])[NH:12]2)=[CH:37][CH:36]=1)(=[O:39])[NH2:72], predict the reactants needed to synthesize it. The reactants are: Cl[C:2]1[CH:7]=[C:6]2[NH:8][C:9](=[O:41])[C:10]3([CH:15]([C:16]4[CH:21]=[CH:20][CH:19]=[C:18]([Cl:22])[CH:17]=4)[CH2:14][C:13](=[O:23])[NH:12][CH:11]3[C:24]3[CH:29]=[C:28]([I:30])[CH:27]=[CH:26][C:25]=3[O:31][C:32]3[CH:37]=[CH:36][C:35]([C:38](O)=[O:39])=[CH:34][CH:33]=3)[C:5]2=[CH:4][CH:3]=1.CCN=C=NCCCN(C)C.C1C=CC2N(O)N=NC=2C=1.C(N(C(C)C)CC)(C)C.[NH4+:72].[Cl-:73]. (3) The reactants are: [N:1]1[C:10]2[C:5](=[CH:6][C:7]([CH2:11][C:12](O)=O)=[CH:8][CH:9]=2)[N:4]=[CH:3][CH:2]=1.[ClH:15].[F:16][C:17]([F:31])([F:30])[C:18]1[CH:19]=[C:20]([CH:24]2[CH2:29][CH2:28][NH:27][CH2:26][CH2:25]2)[CH:21]=[CH:22][CH:23]=1.O. Given the product [ClH:15].[ClH:15].[F:31][C:17]([F:16])([F:30])[C:18]1[CH:19]=[C:20]([CH:24]2[CH2:25][CH2:26][N:27]([CH2:12][CH2:11][C:7]3[CH:6]=[C:5]4[C:10](=[CH:9][CH:8]=3)[NH:1][CH2:2][CH2:3][NH:4]4)[CH2:28][CH2:29]2)[CH:21]=[CH:22][CH:23]=1, predict the reactants needed to synthesize it. (4) Given the product [CH3:8][C:5]1[CH:6]=[CH:7][C:2]2[NH:1][C:14](=[O:15])[NH:13][S:10](=[O:12])(=[O:11])[C:3]=2[CH:4]=1, predict the reactants needed to synthesize it. The reactants are: [NH2:1][C:2]1[CH:7]=[CH:6][C:5]([CH3:8])=[CH:4][CH:3]=1.Cl[S:10]([N:13]=[C:14]=[O:15])(=[O:12])=[O:11].[Al+3].[Cl-].[Cl-].[Cl-].